Dataset: Reaction yield outcomes from USPTO patents with 853,638 reactions. Task: Predict the reaction yield, written as a fraction of the theoretical maximum amount of product (1.0 means a 100% yield; for example, 0.34 means a 34% yield). (1) The reactants are [OH:1][C:2]1[CH:7]=[CH:6][C:5]([C:8]2[CH:12]=[C:11]([C:13]([NH2:15])=[O:14])[O:10][N:9]=2)=[CH:4][CH:3]=1.C([O-])([O-])=O.[K+].[K+].[F:22][C:23]([F:34])([F:33])[S:24][C:25]1[CH:32]=[CH:31][CH:30]=[CH:29][C:26]=1[CH2:27]Br.CN(C=O)C. The catalyst is C1COCC1.[I-].C([N+](CCCC)(CCCC)CCCC)CCC. The product is [F:22][C:23]([S:24][C:25]1[CH:32]=[CH:31][CH:30]=[CH:29][C:26]=1[CH2:27][O:1][C:2]1[CH:3]=[CH:4][C:5]([C:8]2[CH:12]=[C:11]([C:13]([NH2:15])=[O:14])[O:10][N:9]=2)=[CH:6][CH:7]=1)([F:34])[F:33]. The yield is 0.520. (2) The reactants are [S:1]1[CH:5]=[CH:4][CH:3]=[C:2]1[C:6]([O:8][CH3:9])=[O:7].II.FC(F)(F)C(O[I:17](C1C=CC=CC=1)OC(=O)C(F)(F)F)=O.C(=O)(O)[O-].[Na+].S([O-])([O-])(=O)=S.[Na+].[Na+]. The catalyst is C(Cl)Cl.C(OCC)(=O)C. The product is [I:17][C:5]1[S:1][C:2]([C:6]([O:8][CH3:9])=[O:7])=[CH:3][CH:4]=1. The yield is 0.470. (3) The reactants are [NH2:1][CH2:2][CH2:3][NH:4][C:5]1[N:10]=[CH:9][C:8]([N:11]([CH3:31])[C:12](=[O:30])[C:13]([C:16]2[CH:21]=[C:20]([C:22]([F:25])([F:24])[F:23])[CH:19]=[C:18]([C:26]([F:29])([F:28])[F:27])[CH:17]=2)([CH3:15])[CH3:14])=[C:7]([C:32]2[CH:37]=[CH:36][C:35]([F:38])=[CH:34][C:33]=2[CH3:39])[CH:6]=1.C=O.S([O-])([O-])(=O)=O.[Mg+2].[CH2:48](N(CC)CC)C.[C:55](Cl)(=[O:57])[CH3:56]. The catalyst is ClCCCl. The product is [C:55]([N:1]1[CH2:2][CH2:3][N:4]([C:5]2[N:10]=[CH:9][C:8]([N:11]([CH3:31])[C:12](=[O:30])[C:13]([C:16]3[CH:17]=[C:18]([C:26]([F:27])([F:28])[F:29])[CH:19]=[C:20]([C:22]([F:24])([F:25])[F:23])[CH:21]=3)([CH3:15])[CH3:14])=[C:7]([C:32]3[CH:37]=[CH:36][C:35]([F:38])=[CH:34][C:33]=3[CH3:39])[CH:6]=2)[CH2:48]1)(=[O:57])[CH3:56]. The yield is 0.730. (4) The reactants are [CH3:1][CH:2]([CH3:36])[C@H:3]([NH:31][C:32](=[O:35])[O:33][CH3:34])[C:4](=[O:30])[N:5]1[C@H:10]([C:11]2[NH:15][C:14]3[CH:16]=[C:17](B4OC(C)(C)C(C)(C)O4)[CH:18]=[CH:19][C:13]=3[N:12]=2)[C@@H:9]2[CH2:29][C@H:6]1[CH2:7][CH2:8]2.Br[C:38]1[CH:50]=[C:49]2[C:41]([C:42]3[CH:43]=[CH:44][C:45]([C:53]4[NH:57][C:56]([C@@H:58]5[CH2:62][CH2:61][CH2:60][N:59]5[C:63]([O:65][C:66]([CH3:69])([CH3:68])[CH3:67])=[O:64])=[N:55][CH:54]=4)=[CH:46][C:47]=3[C:48]2([F:52])[F:51])=[CH:40][CH:39]=1.C(=O)(O)[O-].[Na+].C1(P(C2C=CC=CC=2)C2C=CC=CC=2)C=CC=CC=1. The catalyst is C([O-])(=O)C.[Pd+2].C([O-])(=O)C.C(COC)OC. The product is [F:52][C:48]1([F:51])[C:47]2[CH:46]=[C:45]([C:53]3[NH:57][C:56]([C@@H:58]4[CH2:62][CH2:61][CH2:60][N:59]4[C:63]([O:65][C:66]([CH3:68])([CH3:67])[CH3:69])=[O:64])=[N:55][CH:54]=3)[CH:44]=[CH:43][C:42]=2[C:41]2[C:49]1=[CH:50][C:38]([C:17]1[CH:18]=[CH:19][C:13]3[N:12]=[C:11]([C@@H:10]4[C@@H:9]5[CH2:29][C@@H:6]([CH2:7][CH2:8]5)[N:5]4[C:4](=[O:30])[C@@H:3]([NH:31][C:32]([O:33][CH3:34])=[O:35])[CH:2]([CH3:36])[CH3:1])[NH:15][C:14]=3[CH:16]=1)=[CH:39][CH:40]=2. The yield is 0.540.